From a dataset of Experimentally validated miRNA-target interactions with 360,000+ pairs, plus equal number of negative samples. Binary Classification. Given a miRNA mature sequence and a target amino acid sequence, predict their likelihood of interaction. (1) The miRNA is hsa-miR-4685-3p with sequence UCUCCCUUCCUGCCCUGGCUAG. The protein sequence of the target gene is MAVAGAAYREPLVHWCTQQLQKTFALDVSEEIIQYVLSIENAEEIREYVTDLLQGNEGKKGQFIEDLITKWQKNDQEFISDSFQQCLRKDEILDGQRSVDQLKRSRRKGRNKQEVPAFPEPDVAVEVKTPLDLAKAQESNNSVKKKTRFVNLYTREGQDKLAVLLPGRHPCDCLGQKHKLINNCLVCGRIVCEQEGSGPCLFCGSLVCTNEEQDILQRDSNKSQKLLKKLMSGAETSGKVDVSTKDLLPHQESRMKSGLEKAIKHKEKLLEFDRTSIRRTQVIDDESDYFASDSNQWLSK.... Result: 0 (no interaction). (2) The miRNA is hsa-miR-143-5p with sequence GGUGCAGUGCUGCAUCUCUGGU. The protein sequence of the target gene is MEKLHGHVSAHPDILSLENRCLAMLPDLQPLEKLHQHVSTHSDILSLKNQCLATLPDLKTMEKPHGYVSAHPDILSLENQCLATLSDLKTMEKPHGHVSAHPDILSLENRCLATLSSLKSTVSASPLFQSLQISHMTQADLYRVNNSNCLLSEPPSWRAQHFSKGLDLSTCPIALKSISATETAQEATLGRWFDSEEKKGAETQMPSYSLSLGEEEEVEDLAVKLTSGDSESHPEPTDHVLQEKKMALLSLLCSTLVSEVNMNNTSDPTLAAIFEICRELALLEPEFILKASLYARQQLN.... Result: 1 (interaction). (3) The miRNA is hsa-miR-10b-5p with sequence UACCCUGUAGAACCGAAUUUGUG. The protein sequence of the target gene is MDMVENADSLQAQERKDILMKYDKGHRAGLPEDKGPEPVGINSSIDRFGILHETELPPVTAREAKKIRREMTRTSKWMEMLGEWETYKHSSKLIDRVYKGIPMNIRGPVWSVLLNIQEIKLKNPGRYQIMKERGKRSSEHIHHIDLDVRTTLRNHVFFRDRYGAKQRELFYILLAYSEYNPEVGYCRDLSHITALFLLYLPEEDAFWALVQLLASERHSLPGFHSPNGGTVQGLQDQQEHVVPKSQPKTMWHQDKEGLCGQCASLGCLLRNLIDGISLGLTLRLWDVYLVEGEQVLMPIT.... Result: 1 (interaction). (4) The miRNA is hsa-miR-6818-3p with sequence UUGUCUCUUGUUCCUCACACAG. The protein sequence of the target gene is MELPAVNLKVILLGHWLLTTWGCIVFSGSYAWANFTILALGVWAVAQRDSIDAISMFLGGLLATIFLDIVHISIFYPRVSLTDTGRFGVGMAILSLLLKPLSCCFVYHMYRERGGELLVHTGFLGSSQDRSAYQTIDSAEAPADPFAVPEGRSQDARGY. Result: 1 (interaction). (5) The miRNA is hsa-miR-3646 with sequence AAAAUGAAAUGAGCCCAGCCCA. The protein sequence of the target gene is MPLRDKYCQTDHHHHGCCEPVYILEPGDPPLLQQPLQTSKSGIQQIIECFRSGTKQLKHILLKDVDTIFECKLCRSLFRGLPNLITHKKFYCPPSLQMDDNLPDVNDKQSQAINDLLEAIYPSVDKREYIIKLEPIETNQNAVFQYISRTDNPIEVTESSSTPEQTEVQIQETSTEQSKTVPVTDTEVETVEPPPVEIVTDEVAPTSDEQPQESQADLETSDNSDFGHQLICCLCRKEFNSRRGVRRHIRKVHKKKMEELKKYIETRKNPNQSSKGRSKNVLVPLSRSCPVCCKSFATKA.... Result: 1 (interaction). (6) The miRNA is hsa-miR-548a-5p with sequence AAAAGUAAUUGCGAGUUUUACC. The protein sequence of the target gene is MITSAAGIISLLDEDEPQLKEFALHKLNAVVNDFWAEISESVDKIEVLYEDEGFRSRQFAALVASKVFYHLGAFEESLNYALGAGDLFNVNDNSEYVETIIAKCIDHYTKQCVENADLPEGEKKPIDQRLEGIVNKMFQRCLDDHKYKQAIGIALETRRLDVFEKTILESNDVPGMLAYSLKLCMSLMQNKQFRNKVLRVLVKIYMNLEKPDFINVCQCLIFLDDPQAVSDILEKLVKEDNLLMAYQICFDLYESASQQFLSSVIQNLRTVGTPIASVPGSTNTGTVPGSEKDSDSMETE.... Result: 0 (no interaction). (7) The miRNA is hsa-miR-887-5p with sequence CUUGGGAGCCCUGUUAGACUC. The protein sequence of the target gene is MSFSLNFTLPANTTSSPVTGGKETDCGPSLGLAAGIPLLVATALLVALLFTLIHRRRSSIEAMEESDRPCEISEIDDNPKISENPRRSPTHEKNTMGAQEAHIYVKTVAGSEEPVHDRYRPTIEMERRRGLWWLVPRLSLE. Result: 0 (no interaction). (8) The miRNA is mmu-miR-762 with sequence GGGGCUGGGGCCGGGACAGAGC. The protein sequence of the target gene is MPPKAPRRTAAAEPPPPPPPPPEDDPAQDSDPEELPLIRLEFEKIEEPEFIALCQKLKVPDHVRERAWLTWEKVSSVDGILEGYIQKKKELWGICIFIAAVDLDEMPFTFTELQKSIETSVYKFFDLLKEIDTSTKVDNAVSRLLKKYNVLCALYSKLERTCGLIYLTQPSSGLSTEINSMLVLKVSWITFLLAKGEVVQMEDDLVISFQLMLCVLDYFIKLSPPALLREPYKTAATPINGSPRTPRRGQNRSARIAKQLESDTRTIEVLCKEHECNVDEVKNVYFKNFIPFISSLGIVS.... Result: 0 (no interaction).